From a dataset of Reaction yield outcomes from USPTO patents with 853,638 reactions. Predict the reaction yield, written as a fraction of the theoretical maximum amount of product (1.0 means a 100% yield; for example, 0.34 means a 34% yield). (1) The reactants are [Br:1]N1C(=O)CCC1=O.C1(P(C2C=CC=CC=2)C2C=CC=CC=2)C=CC=CC=1.[CH3:28][O:29][C:30]1[CH:31]=[C:32]([CH2:36][O:37][CH2:38][CH2:39]O)[CH:33]=[CH:34][CH:35]=1. The catalyst is C(Cl)Cl.[Al]. The product is [Br:1][CH2:39][CH2:38][O:37][CH2:36][C:32]1[CH:33]=[CH:34][CH:35]=[C:30]([O:29][CH3:28])[CH:31]=1. The yield is 0.500. (2) The reactants are Br[CH2:2][C@H:3]([C:5]1[CH:10]=[CH:9][C:8]([NH:11][S:12]([CH3:15])(=[O:14])=[O:13])=[CH:7][CH:6]=1)[OH:4].[I-].[Na+].[N-:18]=[N+:19]=[N-:20].[Na+].CS(C)=O. The catalyst is O. The product is [N:18]([CH2:2][C@@H:3]([C:5]1[CH:10]=[CH:9][C:8]([NH:11][S:12]([CH3:15])(=[O:14])=[O:13])=[CH:7][CH:6]=1)[OH:4])=[N+:19]=[N-:20]. The yield is 0.700.